This data is from Forward reaction prediction with 1.9M reactions from USPTO patents (1976-2016). The task is: Predict the product of the given reaction. (1) Given the reactants [CH3:1][O:2][C:3]([C:5]1[C:10]([N:11]([C:19]([O:21][C:22]([CH3:25])([CH3:24])[CH3:23])=[O:20])[C:12]([O:14][C:15]([CH3:18])([CH3:17])[CH3:16])=[O:13])=[N:9][C:8]([CH:26]=C)=[CH:7][N:6]=1)=[O:4].C(=O)(O)[O-:29].[Na+].CSC, predict the reaction product. The product is: [CH3:1][O:2][C:3]([C:5]1[C:10]([N:11]([C:19]([O:21][C:22]([CH3:25])([CH3:24])[CH3:23])=[O:20])[C:12]([O:14][C:15]([CH3:16])([CH3:18])[CH3:17])=[O:13])=[N:9][C:8]([CH:26]=[O:29])=[CH:7][N:6]=1)=[O:4]. (2) Given the reactants [NH2:1][CH:2]([C:13]1[CH:14]=[N:15][N:16]2[CH2:21][CH2:20][CH2:19][NH:18][C:17]=12)[CH2:3][CH2:4][NH:5]C(=O)OC(C)(C)C.[ClH:22].C(OCC)C, predict the reaction product. The product is: [ClH:22].[N:15]1[N:16]2[CH2:21][CH2:20][CH2:19][NH:18][C:17]2=[C:13]([CH:2]([NH2:1])[CH2:3][CH2:4][NH2:5])[CH:14]=1.